Dataset: Forward reaction prediction with 1.9M reactions from USPTO patents (1976-2016). Task: Predict the product of the given reaction. (1) Given the reactants C(O[C:6]([N:8]1[CH2:13][CH2:12][N:11]([C:14]2[C:23]3[C:18](=[CH:19][C:20]([O:26][CH:27]([CH3:29])[CH3:28])=[C:21]([O:24][CH3:25])[CH:22]=3)[N:17]=[CH:16][N:15]=2)[CH2:10][CH2:9]1)=[O:7])(C)(C)C.C(OC(N1CCN(C2[C:52]3[C:47](=[CH:48][C:49](F)=[C:50](F)[CH:51]=3)[N:46]=CN=2)CC1)=O)(C)(C)C, predict the reaction product. The product is: [CH:27]([O:26][C:20]1[CH:19]=[C:18]2[C:23]([C:14]([N:11]3[CH2:10][CH2:9][N:8]([C:6]([NH:46][C:47]4[CH:48]=[CH:49][C:50]([O:24][C:21]5[CH:22]=[CH:23][CH:18]=[CH:19][CH:20]=5)=[CH:51][CH:52]=4)=[O:7])[CH2:13][CH2:12]3)=[N:15][CH:16]=[N:17]2)=[CH:22][C:21]=1[O:24][CH3:25])([CH3:28])[CH3:29]. (2) Given the reactants N1[CH2:6][CH2:5]OCC1.[C:7](O)(=O)C.[CH3:11][C:12]1([CH3:20])[O:17][C:16](=[O:18])[CH2:15][C:14](=[O:19])[O:13]1, predict the reaction product. The product is: [C:5](=[C:15]1[C:16](=[O:18])[O:17][C:12]([CH3:20])([CH3:11])[O:13][C:14]1=[O:19])([CH3:6])[CH3:7]. (3) Given the reactants [ClH:1].[NH:2]1[CH2:6][CH2:5][C@H:4]([O:7][C:8]2[CH:9]=[N:10][CH:11]=[CH:12][CH:13]=2)[CH2:3]1.C(O)C.CC(O)C, predict the reaction product. The product is: [ClH:1].[ClH:1].[NH:2]1[CH2:6][CH2:5][C@H:4]([O:7][C:8]2[CH:9]=[N:10][CH:11]=[CH:12][CH:13]=2)[CH2:3]1. (4) Given the reactants Br[C:2]1[C:10]2[C:9]([NH:11][C@H:12]([C:14]3[N:19]([C:20]4[CH:25]=[CH:24][CH:23]=[CH:22][CH:21]=4)[C:18](=[O:26])[C:17]4=[C:27]([CH3:30])[CH:28]=[CH:29][N:16]4[N:15]=3)[CH3:13])=[N:8][CH:7]=[N:6][C:5]=2[N:4]([CH2:31][O:32][CH2:33][CH2:34][Si:35]([CH3:38])([CH3:37])[CH3:36])[CH:3]=1.[CH3:39][O:40][C:41]1[CH:42]=[C:43]([S:56]([NH:59][CH3:60])(=[O:58])=[O:57])[CH:44]=[CH:45][C:46]=1B1OC(C)(C)C(C)(C)O1.C(=O)([O-])[O-].[Na+].[Na+], predict the reaction product. The product is: [CH3:39][O:40][C:41]1[CH:42]=[C:43]([S:56]([NH:59][CH3:60])(=[O:58])=[O:57])[CH:44]=[CH:45][C:46]=1[C:2]1[C:10]2[C:9]([NH:11][C@H:12]([C:14]3[N:19]([C:20]4[CH:25]=[CH:24][CH:23]=[CH:22][CH:21]=4)[C:18](=[O:26])[C:17]4=[C:27]([CH3:30])[CH:28]=[CH:29][N:16]4[N:15]=3)[CH3:13])=[N:8][CH:7]=[N:6][C:5]=2[N:4]([CH2:31][O:32][CH2:33][CH2:34][Si:35]([CH3:38])([CH3:37])[CH3:36])[CH:3]=1. (5) Given the reactants [CH2:1]([O:5][CH2:6][CH2:7][O:8][C:9]1[CH:14]=[CH:13][C:12]([C:15]2[CH:16]=[CH:17][C:18]3[N:24]([C:25](=[O:30])[C:26]([F:29])([F:28])[F:27])[CH2:23][CH2:22][C:21]([C:31](O)=[O:32])=[CH:20][C:19]=3[CH:34]=2)=[CH:11][CH:10]=1)[CH2:2][CH2:3][CH3:4].[NH2:35][C:36]1[CH:41]=[CH:40][C:39]([CH:42]([C:44]2[CH:49]=[CH:48][CH:47]=[CH:46][N:45]=2)[OH:43])=[C:38]([CH3:50])[CH:37]=1.ON1C2C=CC=CC=2N=N1.C(N(CC)CC)C, predict the reaction product. The product is: [CH2:1]([O:5][CH2:6][CH2:7][O:8][C:9]1[CH:10]=[CH:11][C:12]([C:15]2[CH:16]=[CH:17][C:18]3[N:24]([C:25](=[O:30])[C:26]([F:27])([F:29])[F:28])[CH2:23][CH2:22][C:21]([C:31]([NH:35][C:36]4[CH:41]=[CH:40][C:39]([CH:42]([OH:43])[C:44]5[CH:49]=[CH:48][CH:47]=[CH:46][N:45]=5)=[C:38]([CH3:50])[CH:37]=4)=[O:32])=[CH:20][C:19]=3[CH:34]=2)=[CH:13][CH:14]=1)[CH2:2][CH2:3][CH3:4]. (6) Given the reactants [ClH:1].CO.[CH:4]1([NH:7][CH2:8][C@H:9]2[C@H:13]([OH:14])[CH2:12][N:11]([C:15]([O:17][CH2:18][C:19]3[CH:24]=[CH:23][CH:22]=[CH:21][CH:20]=3)=[O:16])[CH2:10]2)[CH2:6][CH2:5]1, predict the reaction product. The product is: [ClH:1].[CH:4]1([NH:7][CH2:8][C@H:9]2[C@H:13]([OH:14])[CH2:12][N:11]([C:15]([O:17][CH2:18][C:19]3[CH:20]=[CH:21][CH:22]=[CH:23][CH:24]=3)=[O:16])[CH2:10]2)[CH2:6][CH2:5]1. (7) Given the reactants [CH3:1][O:2][C:3]([C:5]1[C:6]([CH3:12])=[N+:7]([O-])[CH:8]=[CH:9][N:10]=1)=[O:4].[CH3:13][O:14][C:15]([C:17]1[C:22]([CH3:23])=[N:21][CH:20]=[CH:19][N+:18]=1[O-])=[O:16].P(Cl)(Cl)([Cl:27])=O.CN(C=O)C, predict the reaction product. The product is: [Cl:27][C:8]1[N:7]=[C:6]([CH3:12])[C:5]([C:3]([O:2][CH3:1])=[O:4])=[N:10][CH:9]=1.[Cl:27][C:19]1[N:18]=[C:17]([C:15]([O:14][CH3:13])=[O:16])[C:22]([CH3:23])=[N:21][CH:20]=1. (8) Given the reactants [Cl:1][C:2]1[CH:7]=[CH:6][C:5]([NH:8][C:9]([CH:11]2[CH2:16][C:15]([F:18])([F:17])[CH2:14][NH:13][CH2:12]2)=[O:10])=[CH:4][CH:3]=1.[CH3:19][N:20]1[C:24]([C:25]2[CH:26]=[C:27]([CH:31]=[CH:32][CH:33]=2)[C:28](O)=[O:29])=[CH:23][N:22]=[CH:21]1.Cl.CN(C)CCCN=C=NCC.C(N(CC)C(C)C)(C)C, predict the reaction product. The product is: [Cl:1][C:2]1[CH:3]=[CH:4][C:5]([NH:8][C:9]([CH:11]2[CH2:16][C:15]([F:18])([F:17])[CH2:14][N:13]([C:28](=[O:29])[C:27]3[CH:31]=[CH:32][CH:33]=[C:25]([C:24]4[N:20]([CH3:19])[CH:21]=[N:22][CH:23]=4)[CH:26]=3)[CH2:12]2)=[O:10])=[CH:6][CH:7]=1. (9) Given the reactants C(O[BH-](OC(=O)C)OC(=O)C)(=O)C.[Na+].[CH3:15][CH:16]1[CH2:21][CH2:20][N:19]([C:22]([C:24]2[CH:32]=[CH:31][C:30]3[N:29]([CH2:33][C:34]4[CH:39]=[CH:38][C:37]([S:40][CH3:41])=[CH:36][CH:35]=4)[C:28]4[CH2:42][CH2:43][NH:44][CH2:45][C:27]=4[C:26]=3[CH:25]=2)=[O:23])[CH2:18][CH2:17]1.[C:46]1(=O)[CH2:50][CH2:49][CH2:48][CH2:47]1, predict the reaction product. The product is: [CH:46]1([N:44]2[CH2:43][CH2:42][C:28]3[N:29]([CH2:33][C:34]4[CH:35]=[CH:36][C:37]([S:40][CH3:41])=[CH:38][CH:39]=4)[C:30]4[CH:31]=[CH:32][C:24]([C:22]([N:19]5[CH2:18][CH2:17][CH:16]([CH3:15])[CH2:21][CH2:20]5)=[O:23])=[CH:25][C:26]=4[C:27]=3[CH2:45]2)[CH2:50][CH2:49][CH2:48][CH2:47]1.